Dataset: Full USPTO retrosynthesis dataset with 1.9M reactions from patents (1976-2016). Task: Predict the reactants needed to synthesize the given product. Given the product [O:16]1[C:12]2[CH:11]=[CH:10][C:9]([C:20]3[C:28]4[C:23](=[N:24][CH:25]=[N:26][C:27]=4[NH2:29])[N:22]([CH:30]([CH3:32])[CH3:31])[N:21]=3)=[CH:17][C:13]=2[CH:14]=[CH:15]1, predict the reactants needed to synthesize it. The reactants are: CC1(C)C(C)(C)OB([C:9]2[CH:10]=[CH:11][C:12]3[O:16][CH:15]=[CH:14][C:13]=3[CH:17]=2)O1.I[C:20]1[C:28]2[C:23](=[N:24][CH:25]=[N:26][C:27]=2[NH2:29])[N:22]([CH:30]([CH3:32])[CH3:31])[N:21]=1.C([O-])([O-])=O.[Na+].[Na+].